The task is: Predict the reaction yield, written as a fraction of the theoretical maximum amount of product (1.0 means a 100% yield; for example, 0.34 means a 34% yield).. This data is from Reaction yield outcomes from USPTO patents with 853,638 reactions. (1) The reactants are C[O:2][C:3]([C:5]1[CH:10]=[CH:9][N:8]=[C:7]([O:11][C:12]2[CH:17]=[CH:16][CH:15]=[CH:14][CH:13]=2)[N:6]=1)=[O:4].[OH-].[Na+]. The catalyst is CO. The product is [O:11]([C:7]1[N:6]=[C:5]([C:3]([OH:4])=[O:2])[CH:10]=[CH:9][N:8]=1)[C:12]1[CH:13]=[CH:14][CH:15]=[CH:16][CH:17]=1. The yield is 0.600. (2) The product is [Br:15][C:2]1[C:11]2[C:6](=[CH:7][CH:8]=[C:9]([C:12]#[N:13])[CH:10]=2)[N:5]=[CH:4][CH:3]=1. The yield is 0.870. The reactants are O=[C:2]1[C:11]2[C:6](=[CH:7][CH:8]=[C:9]([C:12]#[N:13])[CH:10]=2)[NH:5][CH:4]=[CH:3]1.P(Br)(Br)[Br:15]. The catalyst is CN(C=O)C.O. (3) The reactants are N[C:2]1[N:7]=[CH:6][C:5]([N:8]2[CH2:14][CH:13]3[N:15](C(OC(C)(C)C)=O)[CH:10]([CH2:11][CH2:12]3)[CH2:9]2)=[CH:4][CH:3]=1.N([O-])=O.[Na+].C([O-])(O)=O.[Na+].[ClH:32].CCOCC. The catalyst is Cl. The product is [ClH:32].[ClH:32].[Cl:32][C:2]1[N:7]=[CH:6][C:5]([N:8]2[CH2:14][CH:13]3[NH:15][CH:10]([CH2:11][CH2:12]3)[CH2:9]2)=[CH:4][CH:3]=1. The yield is 0.430. (4) The reactants are [F:1][C:2]1[CH:3]=[C:4]([CH:9]=[CH:10][C:11]2[CH:16]=[CH:15][C:14]([O:17]C(=O)C)=[CH:13][CH:12]=2)[CH:5]=[C:6]([F:8])[CH:7]=1.Cl. The catalyst is CO.O1CCOCC1. The product is [F:1][C:2]1[CH:3]=[C:4]([CH:9]=[CH:10][C:11]2[CH:16]=[CH:15][C:14]([OH:17])=[CH:13][CH:12]=2)[CH:5]=[C:6]([F:8])[CH:7]=1. The yield is 0.880. (5) The reactants are [F:1][C:2]([F:7])([F:6])[C:3]([OH:5])=[O:4].[CH:8]1([CH:13]([N:18]2[CH:22]=[C:21]([C:23]3[C:24]4[CH:32]=[CH:31][N:30](OCC[Si](C)(C)C)[C:25]=4[N:26]=[C:27](C)[N:28]=3)[CH:20]=[N:19]2)[CH2:14][CH:15]2[CH2:17][CH2:16]2)[CH2:12][CH2:11][CH2:10][CH2:9]1.C(O)(C(F)(F)F)=O. The catalyst is C(Cl)Cl. The product is [F:1][C:2]([F:7])([F:6])[C:3]([OH:5])=[O:4].[CH:8]1([CH:13]([N:18]2[CH:22]=[C:21]([C:23]3[C:24]4[CH:32]=[CH:31][NH:30][C:25]=4[N:26]=[CH:27][N:28]=3)[CH:20]=[N:19]2)[CH2:14][CH:15]2[CH2:17][CH2:16]2)[CH2:12][CH2:11][CH2:10][CH2:9]1. The yield is 0.900. (6) The reactants are [O-:1][CH2:2][CH3:3].[Na+].[S:5]1[CH:9]=[CH:8][CH:7]=C1CC(O)=O.ClCCC[Si:18]([O:25][CH2:26][CH3:27])([O:22][CH2:23][CH3:24])[O:19][CH2:20][CH3:21]. The catalyst is S1C=CC=C1C(O)=O.C(O)C. The product is [C:2]([S:5][CH2:9][CH2:8][CH2:7][Si:18]([O:25][CH2:26][CH3:27])([O:22][CH2:23][CH3:24])[O:19][CH2:20][CH3:21])(=[O:1])[CH3:3]. The yield is 0.780. (7) The reactants are [NH2:1][C:2]1[C:7]([NH2:8])=[C:6]([NH:9][C@@H:10]2[C@@H:15]3[CH2:16][C@@H:12]([CH:13]=[CH:14]3)[C@@H:11]2[C:17]([NH2:19])=[O:18])[CH:5]=[CH:4][N:3]=1.[CH3:20][N:21]1[CH2:26][CH2:25][N:24]([C:27]2[CH:34]=[CH:33][C:30]([CH:31]=O)=[CH:29][CH:28]=2)[CH2:23][CH2:22]1. No catalyst specified. The product is [CH3:20][N:21]1[CH2:26][CH2:25][N:24]([C:27]2[CH:34]=[CH:33][C:30]([C:31]3[NH:1][C:2]4=[N:3][CH:4]=[CH:5][C:6]([NH:9][C@@H:10]5[C@@H:15]6[CH2:16][C@@H:12]([CH:13]=[CH:14]6)[C@@H:11]5[C:17]([NH2:19])=[O:18])=[C:7]4[N:8]=3)=[CH:29][CH:28]=2)[CH2:23][CH2:22]1. The yield is 0.190. (8) The reactants are [CH2:1]([N:3]1[CH:7]=[C:6]([C:8]2[CH:13]=[CH:12][N:11]=[C:10]3[NH:14][CH:15]=[CH:16][C:9]=23)[C:5]([C:17]2[C:18]([F:38])=[C:19]([N:23](COC)[S:24]([C:27]3[CH:32]=[C:31]([F:33])[CH:30]=[CH:29][C:28]=3[F:34])(=[O:26])=[O:25])[CH:20]=[CH:21][CH:22]=2)=[N:4]1)[CH3:2].C(O)(C(F)(F)F)=O.O. No catalyst specified. The product is [CH2:1]([N:3]1[CH:7]=[C:6]([C:8]2[CH:13]=[CH:12][N:11]=[C:10]3[NH:14][CH:15]=[CH:16][C:9]=23)[C:5]([C:17]2[C:18]([F:38])=[C:19]([NH:23][S:24]([C:27]3[CH:32]=[C:31]([F:33])[CH:30]=[CH:29][C:28]=3[F:34])(=[O:26])=[O:25])[CH:20]=[CH:21][CH:22]=2)=[N:4]1)[CH3:2]. The yield is 0.870. (9) The reactants are [CH:1]1([NH:6][C:7]2[N:12]=[C:11]([C:13]3[C:14]([C:24]4[CH:29]=[CH:28][C:27]([F:30])=[CH:26][CH:25]=4)=[N:15][N:16]4[C:21]=3[CH:20]=[CH:19][N:18]=[C:17]4SC)[CH:10]=[CH:9][N:8]=2)[CH2:5][CH2:4][CH2:3][CH2:2]1.ClC1C=C(C=CC=1)C(OO)=O.[C:42]([NH2:46])([CH3:45])([CH3:44])[CH3:43]. The catalyst is ClCCl.O. The product is [C:42]([NH:46][C:17]1[N:16]2[N:15]=[C:14]([C:24]3[CH:29]=[CH:28][C:27]([F:30])=[CH:26][CH:25]=3)[C:13]([C:11]3[CH:10]=[CH:9][N:8]=[C:7]([NH:6][CH:1]4[CH2:2][CH2:3][CH2:4][CH2:5]4)[N:12]=3)=[C:21]2[CH:20]=[CH:19][N:18]=1)([CH3:45])([CH3:44])[CH3:43]. The yield is 0.140.